This data is from Full USPTO retrosynthesis dataset with 1.9M reactions from patents (1976-2016). The task is: Predict the reactants needed to synthesize the given product. Given the product [C:9]([O:13][C:14]([C:16]1([CH2:25][C:24]#[C:23][Si:20]([CH3:22])([CH3:21])[CH3:19])[CH2:18][CH2:17]1)=[O:15])([CH3:12])([CH3:11])[CH3:10], predict the reactants needed to synthesize it. The reactants are: [Li+].CC([N-]C(C)C)C.[C:9]([O:13][C:14]([CH:16]1[CH2:18][CH2:17]1)=[O:15])([CH3:12])([CH3:11])[CH3:10].[CH3:19][Si:20]([C:23]#[C:24][CH2:25]Br)([CH3:22])[CH3:21].CN1C(=O)N(C)CCC1.